From a dataset of Experimentally validated miRNA-target interactions with 360,000+ pairs, plus equal number of negative samples. Binary Classification. Given a miRNA mature sequence and a target amino acid sequence, predict their likelihood of interaction. (1) The miRNA is hsa-miR-320b with sequence AAAAGCUGGGUUGAGAGGGCAA. The protein sequence of the target gene is MDATNNGESADQVGIRVGNPEQPNDHTDALGSVGSGGAGSSGLVAGSSHPYGSGAIGQLANGYSSPSSSYRKNVAKMVTDRHAAEYNMRHKNRGMALIFNHEHFEVPTLKSRAGTNVDCENLTRVLKQLDFEVTVYKDCRYKDILRTIEYAASQNHSDSDCILVAILSHGEMGYIYAKDTQYKLDNIWSFFTANHCPSLAGKPKLFFIQACQGDRLDGGVTMQRSQTETDGDSSMSYKIPVHADFLIAYSTVPGFYSWRNTTRGSWFMQSLCAELAANGKRLDILTLLTFVCQRVAVDFE.... Result: 0 (no interaction). (2) The miRNA is hsa-miR-27b-5p with sequence AGAGCUUAGCUGAUUGGUGAAC. The protein sequence of the target gene is MHLTVFLLKGIVGFLWSCWVLVGYAKGGLGDNHVHSSFIYRRLRNHERREIQREILSILGLPHRPRPFSPGKQASSAPLFMLDLYNAMTNEENPEESEYSVRASLAEETRGARKGYPASPNGYPRRIQLSRTTPLTTQSPPLASLHDTNFLNDADMVMSFVNLVERDKDFSHQRRHYKEFRFDLTQIPHGEAVTAAEFRIYKDRSNNRFENETIKISIYQIIKEYTNRDADLFLLDTRKAQALDVGWLVFDITVTSNHWVINPQNNLGLQLCAETGDGRSINVKSAGLVGRQGPQSKQPF.... Result: 0 (no interaction). (3) The miRNA is hsa-miR-515-5p with sequence UUCUCCAAAAGAAAGCACUUUCUG. The protein sequence of the target gene is MAELPTTETPGDATLCSGRFTISTLLSSDEPSPPAAYDSSHPSHLTHSSTFCMRTFGYNTIDVVPTYEHYANSTQPGEPRKVRPTLADLHSFLKQEGRHLHALAFDSRPSHEMTDGLVEGEAGTSSEKNPEEPVRFGWVKGVMIRCMLNIWGVILYLRLPWITAQAGIVLTWIIILLSVTVTSITGLSISAISTNGKVKSGGTYFLISRSLGPELGGSIGLIFAFANAVGVAMHTVGFAETVRDLLQEYGAPIVDPINDIRIIAVVSVTVLLAISLAGMEWESKAQVLFFLVIMVSFANY.... Result: 1 (interaction). (4) The miRNA is hsa-miR-3616-3p with sequence CGAGGGCAUUUCAUGAUGCAGGC. The protein sequence of the target gene is MASVSALTEELDSITSELHAVEIQIQELTERQQELIQKKKVLTKKIKQCLEDSDAGASNEYDSSPAAWNKEDFPWSGKVKDILQNVFKLEKFRPLQLETINVTMAGKEVFLVMPTGGGKSLCYQLPALCSDGFTLVICPLISLMEDQLMVLKQLGISATMLNASSSKEHVKWVHAEMVNKNSELKLIYVTPEKIAKSKMFMSRLEKAYEARRFTRIAVDEVHCCSQWGHDFRPDYKALGILKRQFPNASLIGLTATATNHVLTDAQKILCIEKCFTFTASFNRPNLYYEVRQKPSNTEDF.... Result: 0 (no interaction). (5) The miRNA is hsa-miR-4489 with sequence UGGGGCUAGUGAUGCAGGACG. The protein sequence of the target gene is MDSLDNTTLLLAPSSLLPDNLTLSPNAGSPSASTLSPLAVTSSPGPGLSLAPSPSIGFSPEATPTPEPTSSSLTVGVAGQGSSAFPRPWIPHEPPFWDTPLNHGLNVFVGAALCITMLGLGCTVDVNHFGAHVRRPVGALLAALCQFGFLPLLAFLLALIFKLDEVAAVAVLLCGCCPGGNLSNLMSLLVDGDMNLSIIMTISSTLLALVLMPLCLWIYSRAWINTPLVQLLPLGAVTLTLCSTLIPIGLGVFIRYKYNRVADYIVKVSLWSLLVTLVVLFIMTGTMLGPELLASIPATV.... Result: 0 (no interaction). (6) The miRNA is hsa-miR-128-3p with sequence UCACAGUGAACCGGUCUCUUU. The protein sequence of the target gene is MEKSNETNGYLDSAQAGPAAGPGAPGTAAGRARRCAGFLRRQALVLLTVSGVLAGAGLGAALRGLSLSRTQVTYLAFPGEMLLRMLRMIILPLVVCSLVSGAASLDASCLGRLGGIAVAYFGLTTLSASALAVALAFIIKPGSGAQTLQSSDLGLEDSGPPPVPKETVDSFLDLARNLFPSNLVVAAFRTYATDYKVVTQNSSSGNVTHEKIPIGTEIEGMNILGLVLFALVLGVALKKLGSEGEDLIRFFNSLNEATMVLVSWIMWYVPVGIMFLVGSKIVEMKDIIVLVTSLGKYIFA.... Result: 1 (interaction). (7) The miRNA is hsa-miR-664a-3p with sequence UAUUCAUUUAUCCCCAGCCUACA. The protein sequence of the target gene is MSAFDTNPFADPVDVNPFQDPSVTQLTNAPQSGLAEFNPFSETNAATTVPATQAPGPSQPAVLQPSVEPAQPTPQAVAAAAQAGLLRQQEELDRKAAELERKERELQNTAANLHVRDNNWPPLPSWCPVKPCFYQDFSTEIPADYQRICKMLYYLWMLHSVTLFLNLLACLAWFTSDAANGTAFGLSILWFLIFTPCAFLCWYRPIYKAFRSDNSFSFFVFFFVFFCQIGIYFIQLIGLPNLGTSGWLAALSTMKNGPLAVTIIMMVVAGFFTLCAGLSLFLLQRVHAFYRRTGASFQQA.... Result: 0 (no interaction). (8) The miRNA is hsa-miR-96-5p with sequence UUUGGCACUAGCACAUUUUUGCU. The protein sequence of the target gene is MAAPLLHTRLPGDAAASSSAVKKLGASRTGISNMRALENDFFNSPPRKTVRFGGTVTEVLLKYKKGETNDFELLKNQLLDPDIKDDQIINWLLEFRSSIMYLTKDFEQLISIILRLPWLNRSQTVVEEYLAFLGNLVSAQTVFLRPCLSMIASHFVPPRVIIKEGDVDVSDSDDEDDNLPANFDTCHRALQIIARYVPSTPWFLMPILVEKFPFVRKSERTLECYVHNLLRISVYFPTLRHEILELIIEKLLKLDVNASRQGIEDAEETATQTCGGTDSTEGLFNMDEDEETEHETKAGP.... Result: 0 (no interaction). (9) The miRNA is gga-miR-124a-3p with sequence UUAAGGCACGCGGUGAAUGCCA. The protein sequence of the target gene is MASSSSVPASSTPSKKPRDKIADWFRQALLKKPKKMPISQESHLYDGSQTATQDGLSPSSCSSPPSHSSPESRSSPSSCSSGMSPTSPPTHVDSSSSSSGRWSKDYDVCVCHSEEDLEAAQELVSYLEGSQASLRCFLQLRDAAPGGAIVSELCQALSRSHCRALLITPGFLRDPWCKYQMLQALTEAPASEGCTIPLLSGLSRAAYPPELRFMYYVDGRGKDGGFYQVKEAVIHYLETLS. Result: 0 (no interaction). (10) The miRNA is cel-miR-1019-3p with sequence CUGUAAUUCCACAUUGCUUUCCAG. The protein sequence of the target gene is MNSVRAANRRPRRVSRPRPVQQQQQQPPQQPPPQPPQQQPPPQPPQQPPQQQPPPPPQQQPPPPPPPPPPPPQDRNNAGERDDVPADMVAEESGPGAQNSPYQLRRKTLLPKRTACPTKSSMEGASTSTTENFGHRAKRARVSGKSQDLSAAPAEQYLQEKLPDEVVLKIFSYLLEQDLCRAACVCKRFSELANDPILWKRLYMEVFEYTRPMMHPEPGKFYQINPEEYEHPNPWKESFQQLYKGAHVKPGFAEHFYSNPARYKGRENMLYYDTIEDALGGVQEAHFDGLIFVHSGIYTD.... Result: 0 (no interaction).